This data is from Reaction yield outcomes from USPTO patents with 853,638 reactions. The task is: Predict the reaction yield, written as a fraction of the theoretical maximum amount of product (1.0 means a 100% yield; for example, 0.34 means a 34% yield). (1) The reactants are [NH:1]1[C:9]2[C:4](=[C:5](B(O)O)[CH:6]=[CH:7][CH:8]=2)[CH:3]=[CH:2]1.[CH3:13][S:14]([C:17]1([C:20]2[N:25]=[C:24](SC)[N:23]=[C:22]([N:28]3[CH2:34][CH:33]4[O:35][CH:30]([CH2:31][CH2:32]4)[CH2:29]3)[CH:21]=2)[CH2:19][CH2:18]1)(=[O:16])=[O:15]. The catalyst is O1CCOCC1.C1C=CC([P]([Pd]([P](C2C=CC=CC=2)(C2C=CC=CC=2)C2C=CC=CC=2)([P](C2C=CC=CC=2)(C2C=CC=CC=2)C2C=CC=CC=2)[P](C2C=CC=CC=2)(C2C=CC=CC=2)C2C=CC=CC=2)(C2C=CC=CC=2)C2C=CC=CC=2)=CC=1.S1C=CC=C1C(O[Cu])=O. The product is [CH3:13][S:14]([C:17]1([C:20]2[CH:21]=[C:22]([N:28]3[CH2:29][CH:30]4[O:35][CH:33]([CH2:32][CH2:31]4)[CH2:34]3)[N:23]=[C:24]([C:5]3[CH:6]=[CH:7][CH:8]=[C:9]4[C:4]=3[CH:3]=[CH:2][NH:1]4)[N:25]=2)[CH2:19][CH2:18]1)(=[O:15])=[O:16]. The yield is 0.360. (2) The reactants are [OH:1][C:2]1[CH:3]=[C:4]2[C:9](=[CH:10][CH:11]=1)[N:8]=[C:7]([CH2:12][CH:13]([CH3:15])[CH3:14])[C:6]([CH2:16][NH:17][C:18](=[O:24])[O:19][C:20]([CH3:23])([CH3:22])[CH3:21])=[C:5]2[C:25]1[CH:30]=[CH:29][C:28]([CH3:31])=[CH:27][CH:26]=1.Br[CH2:33][CH2:34][CH2:35][CH2:36][C:37]([O:39][CH2:40][CH3:41])=[O:38].C(=O)([O-])[O-].[K+].[K+].CN(C)C=O. The catalyst is O. The product is [C:20]([O:19][C:18]([NH:17][CH2:16][C:6]1[C:7]([CH2:12][CH:13]([CH3:15])[CH3:14])=[N:8][C:9]2[C:4]([C:5]=1[C:25]1[CH:26]=[CH:27][C:28]([CH3:31])=[CH:29][CH:30]=1)=[CH:3][C:2]([O:1][CH2:33][CH2:34][CH2:35][CH2:36][C:37]([O:39][CH2:40][CH3:41])=[O:38])=[CH:11][CH:10]=2)=[O:24])([CH3:23])([CH3:21])[CH3:22]. The yield is 0.670. (3) The reactants are F[C:2]1[CH:7]=[C:6]([F:8])[CH:5]=[CH:4][C:3]=1[N+:9]([O-:11])=[O:10].CC[N:14](C(C)C)[CH:15]([CH3:17])[CH3:16].C(N)(C)C. The catalyst is C(#N)C. The product is [F:8][C:6]1[CH:5]=[CH:4][C:3]([N+:9]([O-:11])=[O:10])=[C:2]([NH:14][CH:15]([CH3:17])[CH3:16])[CH:7]=1. The yield is 0.990. (4) The reactants are [CH2:1]([O:8][CH2:9][C:10]1([CH3:20])[CH2:19][CH2:18][CH2:17][C:12]2(OCC[O:13]2)[CH2:11]1)[C:2]1[CH:7]=[CH:6][CH:5]=[CH:4][CH:3]=1.CC(C)=O.C1(C)C=CC(S([O-])(=O)=O)=CC=1.[NH+]1C=CC=CC=1. The catalyst is O.C(OCC)(=O)C. The product is [CH2:1]([O:8][CH2:9][C:10]1([CH3:20])[CH2:19][CH2:18][CH2:17][C:12](=[O:13])[CH2:11]1)[C:2]1[CH:7]=[CH:6][CH:5]=[CH:4][CH:3]=1. The yield is 0.880. (5) The reactants are [CH:1]1C=C[C:4]2N(O)N=[N:7][C:5]=2[CH:6]=1.Cl.Cl.Cl.[CH3:14][O:15][C:16](=[O:64])[NH:17][CH:18]([C:22]([N:24]1[CH:30]([C:31]2[NH:32][C:33]([C:36]3[CH:45]=[CH:44][C:43]4[C:38](=[CH:39][CH:40]=[C:41]([C:46]5[CH:51]=[CH:50][C:49]([C:52]6[NH:53][C:54]([CH:57]7[CH2:61][CH:60]([C:62]#[N:63])[CH2:59][NH:58]7)=[N:55][CH:56]=6)=[CH:48][CH:47]=5)[CH:42]=4)[CH:37]=3)=[CH:34][N:35]=2)[CH2:29][C:26]2([CH2:28][CH2:27]2)[CH2:25]1)=[O:23])[CH:19]([CH3:21])[CH3:20].CN1CC[O:69]CC1.C[CH2:73][O:74][C:75](C)=[O:76]. The catalyst is CN(C=O)C. The product is [CH3:14][O:15][C:16](=[O:64])[NH:17][CH:18]([C:22]([N:24]1[CH:30]([C:31]2[NH:32][C:33]([C:36]3[CH:45]=[CH:44][C:43]4[C:38](=[CH:39][CH:40]=[C:41]([C:46]5[CH:51]=[CH:50][C:49]([C:52]6[NH:53][C:54]([CH:57]7[CH2:61][CH:60]([C:62]#[N:63])[CH2:59][N:58]7[C:4](=[O:69])[CH:5]([NH:7][C:75]([O:74][CH3:73])=[O:76])[CH2:6][CH3:1])=[N:55][CH:56]=6)=[CH:48][CH:47]=5)[CH:42]=4)[CH:37]=3)=[CH:34][N:35]=2)[CH2:29][C:26]2([CH2:27][CH2:28]2)[CH2:25]1)=[O:23])[CH:19]([CH3:21])[CH3:20]. The yield is 0.490. (6) The reactants are [N+:1]([CH:4]([CH3:6])[CH3:5])([O-:3])=[O:2].[C:7]([O:11][CH3:12])(=[O:10])[CH:8]=[CH2:9].[F-].[K+]. The catalyst is C(O)C. The product is [CH3:5][C:4]([N+:1]([O-:3])=[O:2])([CH3:6])[CH2:9][CH2:8][C:7]([O:11][CH3:12])=[O:10]. The yield is 0.825. (7) The reactants are Br[C:2]1[CH:7]=[CH:6][C:5]([Cl:8])=[C:4]([C:9]([F:12])([F:11])[F:10])[CH:3]=1.[OH:13][CH:14]1[CH2:18][CH2:17][NH:16][CH2:15]1. No catalyst specified. The product is [Cl:8][C:5]1[CH:6]=[CH:7][C:2]([N:16]2[CH2:17][CH2:18][CH:14]([OH:13])[CH2:15]2)=[CH:3][C:4]=1[C:9]([F:12])([F:11])[F:10]. The yield is 0.900. (8) The reactants are [C:1]([O:5][C:6]([N:8]1[CH2:12][CH2:11][CH2:10][CH:9]1[C:13]([OH:15])=[O:14])=[O:7])([CH3:4])([CH3:3])[CH3:2].C(N(CC)CC)C.Br[CH2:24][C:25]([C:27]1[CH:36]=[CH:35][C:34]2[C:29](=[CH:30][CH:31]=[C:32]([Br:37])[CH:33]=2)[CH:28]=1)=[O:26]. The catalyst is C(#N)C. The product is [C:1]([O:5][C:6]([N:8]1[CH2:12][CH2:11][CH2:10][CH:9]1[C:13]([O:15][CH2:24][C:25]([C:27]1[CH:36]=[CH:35][C:34]2[C:29](=[CH:30][CH:31]=[C:32]([Br:37])[CH:33]=2)[CH:28]=1)=[O:26])=[O:14])=[O:7])([CH3:4])([CH3:2])[CH3:3]. The yield is 0.840. (9) The catalyst is CC(N(C)C)=O. The product is [C:22]([C:3]1[C:2]([NH:1][S:24](=[O:27])(=[O:26])[NH2:25])=[CH:21][CH:20]=[CH:19][C:4]=1[O:5][CH2:6][C:7]([NH:10][C:11](=[O:18])[C:12]1[CH:13]=[CH:14][N:15]=[CH:16][CH:17]=1)([CH3:9])[CH3:8])#[N:23]. The yield is 0.900. The reactants are [NH2:1][C:2]1[C:3]([C:22]#[N:23])=[C:4]([CH:19]=[CH:20][CH:21]=1)[O:5][CH2:6][C:7]([NH:10][C:11](=[O:18])[C:12]1[CH:17]=[CH:16][N:15]=[CH:14][CH:13]=1)([CH3:9])[CH3:8].[S:24](Cl)(=[O:27])(=[O:26])[NH2:25].